From a dataset of Forward reaction prediction with 1.9M reactions from USPTO patents (1976-2016). Predict the product of the given reaction. (1) Given the reactants [F:1][C:2]1[CH:3]=[CH:4][C:5]([C:8]2[C:12](/[CH:13]=[CH:14]/[C:15]3[S:16][C:17]([C:20]([OH:22])=O)=[CH:18][N:19]=3)=[C:11]([CH3:23])[O:10][N:9]=2)=[N:6][CH:7]=1.[CH:24]([NH2:27])([CH3:26])[CH3:25], predict the reaction product. The product is: [CH:24]([NH:27][C:20]([C:17]1[S:16][C:15](/[CH:14]=[CH:13]/[C:12]2[C:8]([C:5]3[CH:4]=[CH:3][C:2]([F:1])=[CH:7][N:6]=3)=[N:9][O:10][C:11]=2[CH3:23])=[N:19][CH:18]=1)=[O:22])([CH3:26])[CH3:25]. (2) The product is: [ClH:36].[CH3:1][N:2]1[CH2:3][CH2:4][N:5]([C:8]2[CH:13]=[CH:12][C:11]([NH:14][C:15]3[N:24]=[CH:23][C:22]4[C:17](=[C:18]([C:25]5[CH:26]=[C:27]([NH:31][C:32](=[O:35])[CH:33]=[CH2:34])[CH:28]=[CH:29][CH:30]=5)[CH:19]=[CH:20][CH:21]=4)[N:16]=3)=[CH:10][CH:9]=2)[CH2:6][CH2:7]1. Given the reactants [CH3:1][N:2]1[CH2:7][CH2:6][N:5]([C:8]2[CH:13]=[CH:12][C:11]([NH:14][C:15]3[N:24]=[CH:23][C:22]4[C:17](=[C:18]([C:25]5[CH:26]=[C:27]([NH:31][C:32](=[O:35])[CH:33]=[CH2:34])[CH:28]=[CH:29][CH:30]=5)[CH:19]=[CH:20][CH:21]=4)[N:16]=3)=[CH:10][CH:9]=2)[CH2:4][CH2:3]1.[ClH:36], predict the reaction product.